From a dataset of Forward reaction prediction with 1.9M reactions from USPTO patents (1976-2016). Predict the product of the given reaction. (1) Given the reactants [NH2:1][CH2:2][CH2:3][CH2:4][O:5][CH2:6][CH2:7][O:8][CH2:9][CH2:10][O:11][CH2:12][CH2:13][CH2:14][NH:15][C:16](=[O:22])[O:17][C:18]([CH3:21])([CH3:20])[CH3:19].[N:23]([CH2:26][C:27](O)=[O:28])=[N+:24]=[N-:25].C([O-])(O)=O.[Na+].C(Cl)CCl, predict the reaction product. The product is: [N:23]([CH2:26][C:27](=[O:28])[NH:1][CH2:2][CH2:3][CH2:4][O:5][CH2:6][CH2:7][O:8][CH2:9][CH2:10][O:11][CH2:12][CH2:13][CH2:14][NH:15][C:16](=[O:22])[O:17][C:18]([CH3:19])([CH3:21])[CH3:20])=[N+:24]=[N-:25]. (2) Given the reactants C(OC([NH:8][C:9]1([CH3:22])[CH2:14][CH2:13][N:12]([C:15]2[CH:20]=[C:19](Cl)[N:18]=[CH:17][N:16]=2)[CH2:11][CH2:10]1)=O)(C)(C)C.C([O-])=O.[NH4+], predict the reaction product. The product is: [NH2:8][C:9]1([CH3:22])[CH2:14][CH2:13][N:12]([C:15]2[CH:20]=[CH:19][N:18]=[CH:17][N:16]=2)[CH2:11][CH2:10]1. (3) Given the reactants [CH2:1]([NH:8][C:9]([C@H:11]1[N:16](C(OC(C)(C)C)=O)[CH2:15][C@@H:14]([CH2:24][CH2:25][C:26]2[CH:31]=[CH:30][CH:29]=[CH:28][C:27]=2[NH:32][C:33](=[O:53])[C@H:34]([CH:40]([C:47]2[CH:52]=[CH:51][CH:50]=[CH:49][CH:48]=2)[C:41]2[CH:46]=[CH:45][CH:44]=[CH:43][CH:42]=2)[NH:35][C:36]([O:38][CH3:39])=[O:37])[O:13][CH2:12]1)=[O:10])[C:2]1[CH:7]=[CH:6][CH:5]=[CH:4][CH:3]=1.C(Cl)Cl.[C:57]([OH:63])([C:59]([F:62])([F:61])[F:60])=[O:58], predict the reaction product. The product is: [CH2:1]([NH:8][C:9]([C@H:11]1[NH:16][CH2:15][C@@H:14]([CH2:24][CH2:25][C:26]2[CH:31]=[CH:30][CH:29]=[CH:28][C:27]=2[NH:32][C:33](=[O:53])[C@H:34]([CH:40]([C:47]2[CH:52]=[CH:51][CH:50]=[CH:49][CH:48]=2)[C:41]2[CH:42]=[CH:43][CH:44]=[CH:45][CH:46]=2)[NH:35][C:36]([O:38][CH3:39])=[O:37])[O:13][CH2:12]1)=[O:10])[C:2]1[CH:3]=[CH:4][CH:5]=[CH:6][CH:7]=1.[C:57]([OH:63])([C:59]([F:62])([F:61])[F:60])=[O:58].